From a dataset of Full USPTO retrosynthesis dataset with 1.9M reactions from patents (1976-2016). Predict the reactants needed to synthesize the given product. (1) Given the product [CH:1]1([CH:6]([OH:10])[C:7]([NH:17][C@H:18]([C:24]([C:18]2([NH2:17])[C:24](=[O:25])[N:23]([CH2:26][CH:27]3[CH2:29][CH2:28]3)[C:22]3[CH:30]=[CH:31][CH:32]=[CH:33][C:21]=3[N:20]([CH2:34][CH:35]3[CH2:37][CH2:36]3)[C:19]2=[O:38])=[O:25])[CH3:19])=[O:9])[CH2:2][CH2:3][CH2:4][CH2:5]1, predict the reactants needed to synthesize it. The reactants are: [CH:1]1([CH:6]([OH:10])[C:7]([OH:9])=O)[CH2:5][CH2:4][CH2:3][CH2:2]1.Cl.N[C@H](C([NH:17][CH:18]1[C:24](=[O:25])[N:23]([CH2:26][CH:27]2[CH2:29][CH2:28]2)[C:22]2[CH:30]=[CH:31][CH:32]=[CH:33][C:21]=2[N:20]([CH2:34][CH:35]2[CH2:37][CH2:36]2)[C:19]1=[O:38])=O)C. (2) Given the product [OH:16][CH:17]([C:25]1[CH:26]=[CH:27][C:28]2[O:33][CH2:32][C:31](=[O:34])[NH:30][C:29]=2[CH:35]=1)[CH2:18][N:19]1[CH2:20][CH2:21][N:22]([CH2:15][CH:13]([OH:14])[C:10]2[CH:9]=[CH:8][CH:7]=[C:6]3[C:11]=2[CH:12]=[C:3]([O:2][CH3:1])[CH:4]=[N:5]3)[CH2:23][CH2:24]1, predict the reactants needed to synthesize it. The reactants are: [CH3:1][O:2][C:3]1[CH:4]=[N:5][C:6]2[C:11]([CH:12]=1)=[C:10]([CH:13]1[CH2:15][O:14]1)[CH:9]=[CH:8][CH:7]=2.[OH:16][CH:17]([C:25]1[CH:26]=[CH:27][C:28]2[O:33][CH2:32][C:31](=[O:34])[NH:30][C:29]=2[CH:35]=1)[CH2:18][N:19]1[CH2:24][CH2:23][NH:22][CH2:21][CH2:20]1. (3) Given the product [OH:4][C:5]1[CH:6]=[C:7]([CH2:14][C:15]([NH:17][C:18]2[CH:19]=[CH:20][C:21]([CH:24]([CH3:31])[CH2:25][C:26]([OH:28])=[O:27])=[N:22][CH:23]=2)=[O:16])[CH:8]=[CH:9][C:10]=1[N+:11]([O-:13])=[O:12], predict the reactants needed to synthesize it. The reactants are: C([O:4][C:5]1[CH:6]=[C:7]([CH2:14][C:15]([NH:17][C:18]2[CH:19]=[CH:20][C:21]([CH:24]([CH3:31])[CH2:25][C:26]([O:28]CC)=[O:27])=[N:22][CH:23]=2)=[O:16])[CH:8]=[CH:9][C:10]=1[N+:11]([O-:13])=[O:12])(=O)C.[OH-].[Na+]. (4) Given the product [Cl:10][C:11]1[CH:16]=[CH:15][C:14]([C:2]2[N:7]=[C:6]([CH3:8])[CH:5]=[C:4]([CH3:9])[N:3]=2)=[CH:13][CH:12]=1, predict the reactants needed to synthesize it. The reactants are: Cl[C:2]1[N:7]=[C:6]([CH3:8])[CH:5]=[C:4]([CH3:9])[N:3]=1.[Cl:10][C:11]1[CH:16]=[CH:15][C:14](B(O)O)=[CH:13][CH:12]=1.C(=O)([O-])[O-].[K+].[K+]. (5) The reactants are: [Cl:1][C:2]1[CH:11]=[CH:10][C:5]2[C:6](=[O:9])[NH:7][S:8][C:4]=2[CH:3]=1.[CH2:12]([N:15]=[C:16]=[O:17])[CH2:13][CH3:14]. Given the product [CH2:12]([NH:15][C:16]([N:7]1[C:6](=[O:9])[C:5]2[CH:10]=[CH:11][C:2]([Cl:1])=[CH:3][C:4]=2[S:8]1)=[O:17])[CH2:13][CH3:14], predict the reactants needed to synthesize it. (6) Given the product [CH3:12][O:11][C:4]1[CH:3]=[C:2]([CH3:13])[C:10]2[O:9][CH:8]=[CH:7][C:6]=2[CH:5]=1, predict the reactants needed to synthesize it. The reactants are: Br[C:2]1[C:10]2[O:9][CH:8]=[CH:7][C:6]=2[CH:5]=[C:4]([O:11][CH3:12])[CH:3]=1.[CH3:13]B(O)O.C([O-])([O-])=O.[Cs+].[Cs+].